From a dataset of Full USPTO retrosynthesis dataset with 1.9M reactions from patents (1976-2016). Predict the reactants needed to synthesize the given product. (1) Given the product [NH2:1][C:2]1[N:7]=[CH:6][C:5]([C:8]2[CH:9]=[C:10]([CH:11]=[CH:12][CH:13]=2)[C:14]([NH:16][CH2:17][C:18]2[CH:19]=[CH:20][CH:21]=[CH:22][CH:23]=2)=[O:15])=[N:4][C:3]=1/[C:24](=[N:26]/[NH:42][C:39]1[CH:40]=[CH:41][C:36]([O:35][CH3:34])=[CH:37][CH:38]=1)/[CH3:30], predict the reactants needed to synthesize it. The reactants are: [NH2:1][C:2]1[C:3]([C:24]([N:26](OC)C)=O)=[N:4][C:5]([C:8]2[CH:13]=[CH:12][CH:11]=[C:10]([C:14]([NH:16][CH2:17][C:18]3[CH:23]=[CH:22][CH:21]=[CH:20][CH:19]=3)=[O:15])[CH:9]=2)=[CH:6][N:7]=1.[CH3:30][Mg]Cl.Cl.[CH3:34][O:35][C:36]1[CH:41]=[CH:40][C:39]([NH:42]N)=[CH:38][CH:37]=1. (2) Given the product [C:1]([O:5][C:6]([NH:8][C@H:9]1[CH2:14][CH2:13][CH2:12][CH2:11][C@H:10]1[NH:15][C:16]1[N:21]=[C:20]([C:44]2[CH:43]=[N:42][N:39]3[CH:40]=[CH:41][C:36]([CH3:35])=[CH:37][C:38]=23)[C:19]2[C:23](=[O:33])[N:24]([C:26]([O:28][C:29]([CH3:32])([CH3:31])[CH3:30])=[O:27])[CH2:25][C:18]=2[C:17]=1[F:34])=[O:7])([CH3:4])([CH3:3])[CH3:2], predict the reactants needed to synthesize it. The reactants are: [C:1]([O:5][C:6]([NH:8][C@H:9]1[CH2:14][CH2:13][CH2:12][CH2:11][C@H:10]1[NH:15][C:16]1[N:21]=[C:20](Cl)[C:19]2[C:23](=[O:33])[N:24]([C:26]([O:28][C:29]([CH3:32])([CH3:31])[CH3:30])=[O:27])[CH2:25][C:18]=2[C:17]=1[F:34])=[O:7])([CH3:4])([CH3:3])[CH3:2].[CH3:35][C:36]1[CH:41]=[CH:40][N:39]2[N:42]=[CH:43][C:44](B3OC(C)(C)C(C)(C)O3)=[C:38]2[CH:37]=1.C(=O)([O-])[O-].[K+].[K+].C(N[C@H](C(O)=O)CS)(=O)C. (3) Given the product [CH3:1][C@@H:2]([OH:71])[C@@H:3]1[NH:27][C:25](=[O:26])[C@H:24]([CH2:28][CH2:29][CH2:30][CH2:31][NH2:32])[NH:23][C:21](=[O:22])[C@@H:20]([CH2:33][C:34]2[C:38]3[CH:39]=[CH:40][CH:41]=[CH:42][C:37]=3[NH:36][CH:35]=2)[NH:19][C:17](=[O:18])[C@H:16]([CH2:43][C:44]2[CH:49]=[CH:48][CH:47]=[CH:46][CH:45]=2)[NH:15][C:13](=[O:14])[C@@H:12]([NH:50][C:51]([C@H:53]([NH2:61])[CH2:54][C:55]2[CH:60]=[CH:59][CH:58]=[CH:57][CH:56]=2)=[O:52])[CH2:11][S:10][S:9][CH2:8][C@@H:7]([C:62]([NH:64][C@@H:65]([C@H:68]([OH:70])[CH3:69])[CH2:66][OH:67])=[O:63])[NH:6][C:4]1=[O:5], predict the reactants needed to synthesize it. The reactants are: [CH3:1][C@@H:2]([OH:71])[C@@H:3]1[NH:27][C:25](=[O:26])[C@H:24]([CH2:28][CH2:29][CH2:30][CH2:31][NH2:32])[NH:23][C:21](=[O:22])[C@@H:20]([CH2:33][C:34]2[C:38]3[CH:39]=[CH:40][CH:41]=[CH:42][C:37]=3[NH:36][CH:35]=2)[NH:19][C:17](=[O:18])[C@H:16]([CH2:43][C:44]2[CH:45]=[CH:46][CH:47]=[CH:48][CH:49]=2)[NH:15][C:13](=[O:14])[C@@H:12]([NH:50][C:51]([C@H:53]([NH2:61])[CH2:54][C:55]2[CH:56]=[CH:57][CH:58]=[CH:59][CH:60]=2)=[O:52])[CH2:11][S:10][S:9][CH2:8][C@@H:7]([C:62]([NH:64][C@@H:65]([C@H:68]([OH:70])[CH3:69])[CH2:66][OH:67])=[O:63])[NH:6][C:4]1=[O:5].Cl.Cl.[Na+].[Cl-]. (4) Given the product [BrH:25].[F:17][C:18]([F:30])([F:29])[C:19]1[CH:28]=[CH:27][C:22]([C:23]2[N:1]=[C:2]([C@@H:3]([NH2:5])[CH3:4])[S:16][CH:24]=2)=[CH:21][CH:20]=1, predict the reactants needed to synthesize it. The reactants are: [NH2:1][C:2](=[S:16])[C@@H:3]([NH:5]C(=O)OCC1C=CC=CC=1)[CH3:4].[F:17][C:18]([F:30])([F:29])[C:19]1[CH:28]=[CH:27][C:22]([C:23](=O)[CH2:24][Br:25])=[CH:21][CH:20]=1.